Dataset: Forward reaction prediction with 1.9M reactions from USPTO patents (1976-2016). Task: Predict the product of the given reaction. (1) Given the reactants Br[C:2]1[CH:3]=[CH:4][C:5]([NH:8][C:9](=[O:20])[C:10]2[CH:15]=[CH:14][C:13]([S:16]([CH3:19])(=[O:18])=[O:17])=[CH:12][CH:11]=2)=[N:6][CH:7]=1.CC1(C)C(C)(C)OB([C:29]2[CH2:30][CH2:31][N:32]([C:35]([O:37][C:38]([CH3:41])([CH3:40])[CH3:39])=[O:36])[CH2:33][CH:34]=2)O1.C(=O)([O-])[O-].[Cs+].[Cs+], predict the reaction product. The product is: [CH3:19][S:16]([C:13]1[CH:14]=[CH:15][C:10]([C:9]([NH:8][C:5]2[CH:4]=[CH:3][C:2]([C:29]3[CH2:34][CH2:33][N:32]([C:35]([O:37][C:38]([CH3:41])([CH3:40])[CH3:39])=[O:36])[CH2:31][CH:30]=3)=[CH:7][N:6]=2)=[O:20])=[CH:11][CH:12]=1)(=[O:18])=[O:17]. (2) Given the reactants [Cl:1][C:2]1[CH:3]=[C:4]([C:9]2[O:10][C:11]([CH3:15])([CH3:14])[CH2:12][N:13]=2)[CH:5]=[N:6][C:7]=1Cl.[CH3:16][S-:17].[Na+].O, predict the reaction product. The product is: [Cl:1][C:2]1[CH:3]=[C:4]([C:9]2[O:10][C:11]([CH3:15])([CH3:14])[CH2:12][N:13]=2)[CH:5]=[N:6][C:7]=1[S:17][CH3:16].